From a dataset of Catalyst prediction with 721,799 reactions and 888 catalyst types from USPTO. Predict which catalyst facilitates the given reaction. (1) Reactant: [CH3:1][S:2]([O:5]S(C)(=O)=O)(=O)=[O:3].[NH2:10][CH2:11][CH2:12][CH2:13][C:14]1[C:15]([C:26]2[CH:31]=[CH:30][N:29]=[CH:28][CH:27]=2)=[C:16]([C:19]2[CH:24]=[CH:23][C:22]([F:25])=[CH:21][CH:20]=2)[NH:17][CH:18]=1.O. Product: [F:25][C:22]1[CH:21]=[CH:20][C:19]([C:16]2[NH:17][CH:18]=[C:14]([CH2:13][CH2:12][CH2:11][NH:10][S:2]([CH3:1])(=[O:5])=[O:3])[C:15]=2[C:26]2[CH:31]=[CH:30][N:29]=[CH:28][CH:27]=2)=[CH:24][CH:23]=1. The catalyst class is: 17. (2) Reactant: [N:1]([CH2:4][C@H:5]1[CH2:14][CH2:13][C:12]2[C:7](=[C:8]([C:16]3[CH:21]=[CH:20][CH:19]=[CH:18][C:17]=3[C:22]3[CH:27]=[CH:26][CH:25]=[CH:24][CH:23]=3)[CH:9]=[C:10]([F:15])[CH:11]=2)[O:6]1)=[N+]=[N-].C1(P(C2C=CC=CC=2)C2C=CC=CC=2)C=CC=CC=1.[Cl:47]C. Product: [ClH:47].[C:17]1([C:22]2[CH:27]=[CH:26][CH:25]=[CH:24][CH:23]=2)[CH:18]=[CH:19][CH:20]=[CH:21][C:16]=1[C:8]1[CH:9]=[C:10]([F:15])[CH:11]=[C:12]2[C:7]=1[O:6][C@@H:5]([CH2:4][NH2:1])[CH2:14][CH2:13]2. The catalyst class is: 20. (3) The catalyst class is: 49. Reactant: [F:1][C:2]1[CH:7]=[CH:6][CH:5]=[CH:4][C:3]=1[CH:8]1[S:13][CH2:12][CH2:11][CH2:10][S:9]1.[Li]CCCC.Cl.Cl.Cl[CH2:22][C:23]1[N:28]=[C:27]2[S:29][C:30]([NH:32][CH:33]([CH3:35])[CH3:34])=[N:31][C:26]2=[CH:25][CH:24]=1.C([O-])(O)=O.[Na+]. Product: [F:1][C:2]1[CH:7]=[CH:6][CH:5]=[CH:4][C:3]=1[C:8]1([CH2:22][C:23]2[N:28]=[C:27]3[S:29][C:30]([NH:32][CH:33]([CH3:35])[CH3:34])=[N:31][C:26]3=[CH:25][CH:24]=2)[S:9][CH2:10][CH2:11][CH2:12][S:13]1. (4) Reactant: [Cl:1][C:2]1[CH:7]=[CH:6][C:5]([S:8]([CH:11]2[C:19]3[C:14](=[CH:15][CH:16]=[CH:17][C:18]=3[N+:20]([O-])=O)[NH:13][C:12]2([CH3:27])CC(O)=O)(=[O:10])=[O:9])=[CH:4][CH:3]=1.ClC1C(C#N)=C2C(=CC=1)N([CH2:38][C:39]([O:41][CH3:42])=[O:40])C(C)=C2S(C1C=CC(Cl)=CC=1)(=O)=O.[C:56](O)(=O)C. Product: [NH2:20][C:18]1[CH:17]=[CH:16][CH:15]=[C:14]2[C:19]=1[C:11]([S:8]([C:5]1[CH:4]=[CH:3][C:2]([Cl:1])=[CH:7][CH:6]=1)(=[O:10])=[O:9])=[C:12]([CH3:27])[N:13]2[CH2:38][C:39]([O:41][CH2:42][CH3:56])=[O:40]. The catalyst class is: 553. (5) Reactant: [C:1]([O:5][C:6](=[O:35])[NH:7][C:8]1([C:12]2[CH:17]=[CH:16][C:15]([C:18]3[C:19]([C:29]4[CH:34]=[CH:33][CH:32]=[CH:31][CH:30]=4)=[CH:20][C:21]4[NH:26][C:25](=[O:27])[CH2:24][O:23][C:22]=4[N:28]=3)=[CH:14][CH:13]=2)[CH2:11][CH2:10][CH2:9]1)([CH3:4])([CH3:3])[CH3:2].[H-].[Na+].Br[CH2:39][C:40]1[CH:41]=[N:42][CH:43]=[CH:44][CH:45]=1.Br.C([O-])(O)=O.[Na+]. Product: [C:1]([O:5][C:6](=[O:35])[NH:7][C:8]1([C:12]2[CH:13]=[CH:14][C:15]([C:18]3[C:19]([C:29]4[CH:30]=[CH:31][CH:32]=[CH:33][CH:34]=4)=[CH:20][C:21]4[N:26]([CH2:39][C:40]5[CH:41]=[N:42][CH:43]=[CH:44][CH:45]=5)[C:25](=[O:27])[CH2:24][O:23][C:22]=4[N:28]=3)=[CH:16][CH:17]=2)[CH2:11][CH2:10][CH2:9]1)([CH3:4])([CH3:2])[CH3:3]. The catalyst class is: 3.